Dataset: Peptide-MHC class II binding affinity with 134,281 pairs from IEDB. Task: Regression. Given a peptide amino acid sequence and an MHC pseudo amino acid sequence, predict their binding affinity value. This is MHC class II binding data. The peptide sequence is QDHQEEICEVVLAKS. The MHC is HLA-DPA10201-DPB10101 with pseudo-sequence HLA-DPA10201-DPB10101. The binding affinity (normalized) is 0.395.